This data is from Catalyst prediction with 721,799 reactions and 888 catalyst types from USPTO. The task is: Predict which catalyst facilitates the given reaction. Reactant: [N:1]1[CH:6]=[CH:5][CH:4]=[C:3]([CH:7]2[CH:13]3[N:14]([C:15]([N:17]4[C:26]5[C:21](=[CH:22][CH:23]=[CH:24][CH:25]=5)[CH2:20][CH2:19][CH2:18]4)=[O:16])[CH:10]([CH2:11][CH2:12]3)[CH2:9][CH2:8]2)[CH:2]=1.[ClH:27]. Product: [ClH:27].[N:1]1[CH:6]=[CH:5][CH:4]=[C:3]([CH:7]2[CH:13]3[N:14]([C:15]([N:17]4[C:26]5[C:21](=[CH:22][CH:23]=[CH:24][CH:25]=5)[CH2:20][CH2:19][CH2:18]4)=[O:16])[CH:10]([CH2:11][CH2:12]3)[CH2:9][CH2:8]2)[CH:2]=1. The catalyst class is: 28.